From a dataset of NCI-60 drug combinations with 297,098 pairs across 59 cell lines. Regression. Given two drug SMILES strings and cell line genomic features, predict the synergy score measuring deviation from expected non-interaction effect. (1) Drug 1: CC1C(C(CC(O1)OC2CC(CC3=C2C(=C4C(=C3O)C(=O)C5=C(C4=O)C(=CC=C5)OC)O)(C(=O)C)O)N)O.Cl. Drug 2: CCN(CC)CCNC(=O)C1=C(NC(=C1C)C=C2C3=C(C=CC(=C3)F)NC2=O)C. Cell line: HOP-62. Synergy scores: CSS=21.7, Synergy_ZIP=-1.65, Synergy_Bliss=4.12, Synergy_Loewe=-12.2, Synergy_HSA=0.614. (2) Drug 1: CNC(=O)C1=CC=CC=C1SC2=CC3=C(C=C2)C(=NN3)C=CC4=CC=CC=N4. Drug 2: C1=CN(C(=O)N=C1N)C2C(C(C(O2)CO)O)O.Cl. Cell line: SK-OV-3. Synergy scores: CSS=5.36, Synergy_ZIP=-3.58, Synergy_Bliss=0.0759, Synergy_Loewe=-11.9, Synergy_HSA=-1.53. (3) Drug 1: CN(C)C1=NC(=NC(=N1)N(C)C)N(C)C. Drug 2: C1=NNC2=C1C(=O)NC=N2. Cell line: NCI-H522. Synergy scores: CSS=3.24, Synergy_ZIP=-1.06, Synergy_Bliss=-2.57, Synergy_Loewe=-8.35, Synergy_HSA=-6.30.